Dataset: Catalyst prediction with 721,799 reactions and 888 catalyst types from USPTO. Task: Predict which catalyst facilitates the given reaction. Reactant: [C:1](Cl)(=[O:6])[CH2:2][C:3](Cl)=[O:4].[CH2:8]([O:10][C:11](=[O:23])[CH:12]=[C:13]1[NH:17][CH2:16][CH:15]2[O:18][C:19]([CH3:22])([CH3:21])[O:20][CH:14]12)[CH3:9]. Product: [CH2:8]([O:10][C:11]([C:12]1[C:1]([OH:6])=[CH:2][C:3](=[O:4])[N:17]2[C:13]=1[CH:14]1[O:20][C:19]([CH3:22])([CH3:21])[O:18][CH:15]1[CH2:16]2)=[O:23])[CH3:9]. The catalyst class is: 2.